Dataset: Catalyst prediction with 721,799 reactions and 888 catalyst types from USPTO. Task: Predict which catalyst facilitates the given reaction. (1) Reactant: [NH2:1][C:2]1[C:7]2=[C:8]([C:15]3[CH:16]=[CH:17][C:18]4[C:22]([CH:23]=3)=[N:21][N:20]([CH2:24][C:25]3[CH:30]=[CH:29][CH:28]=[CH:27][CH:26]=3)[CH:19]=4)[CH:9]=[C:10]([CH2:11][CH2:12][CH2:13]O)[N:6]2[N:5]=[CH:4][N:3]=1.C(Br)(Br)(Br)[Br:32].C1(P(C2C=CC=CC=2)C2C=CC=CC=2)C=CC=CC=1.CCOC(C)=O. Product: [CH2:24]([N:20]1[CH:19]=[C:18]2[C:22]([CH:23]=[C:15]([C:8]3[CH:9]=[C:10]([CH2:11][CH2:12][CH2:13][Br:32])[N:6]4[C:7]=3[C:2]([NH2:1])=[N:3][CH:4]=[N:5]4)[CH:16]=[CH:17]2)=[N:21]1)[C:25]1[CH:30]=[CH:29][CH:28]=[CH:27][CH:26]=1. The catalyst class is: 1. (2) Reactant: [Cl-].[NH:2]1[CH:6]=[CH:5][CH:4]=[C:3]1[CH:7]=[N+](C)C.[Cl-].[Cl-].[Cl-].[Al+3].ClC(Cl)(Cl)[C:17](Cl)=[O:18].[CH3:22][O-:23].[Na+].C[OH:26]. Product: [CH:7]([C:3]1[NH:2][CH:6]=[C:5]([C:22]([O:18][CH3:17])=[O:23])[CH:4]=1)=[O:26]. The catalyst class is: 26. (3) Reactant: [Cl:1][C:2]1[C:7]([O:8][CH3:9])=[CH:6][C:5]([N:10]2[CH2:15][CH2:14][N:13]([C:16](=[O:28])[CH2:17][N:18]3[C:22]4=[N:23][CH:24]=[CH:25][CH:26]=[C:21]4[C:20](I)=[N:19]3)[C@@H:12]([CH3:29])[CH2:11]2)=[C:4]([F:30])[CH:3]=1.[C:31]([Cu])#[N:32].CN(C=O)C. Product: [Cl:1][C:2]1[C:7]([O:8][CH3:9])=[CH:6][C:5]([N:10]2[CH2:15][CH2:14][N:13]([C:16](=[O:28])[CH2:17][N:18]3[C:22]4=[N:23][CH:24]=[CH:25][CH:26]=[C:21]4[C:20]([C:31]#[N:32])=[N:19]3)[C@@H:12]([CH3:29])[CH2:11]2)=[C:4]([F:30])[CH:3]=1. The catalyst class is: 13. (4) Reactant: [CH2:1]([O:8][C:9](=[O:27])[CH2:10][CH2:11][C@H:12]([N:16]1[C:24](=[O:25])[C:23]2[C:18](=[CH:19][CH:20]=[CH:21][CH:22]=2)[C:17]1=[O:26])[C:13](O)=[O:14])[C:2]1[CH:7]=[CH:6][CH:5]=[CH:4][CH:3]=1.P(Cl)(Cl)(Cl)(Cl)Cl.[CH2:34]([O:41][C:42]([N:44]1[CH2:49][CH2:48][CH2:47][C@@H:46]([C:50](=[O:60])[NH:51][CH2:52][CH2:53][C:54]2[CH:59]=[CH:58][CH:57]=[CH:56][CH:55]=2)[NH:45]1)=[O:43])[C:35]1[CH:40]=[CH:39][CH:38]=[CH:37][CH:36]=1.CN1CCOCC1. Product: [CH2:34]([O:41][C:42]([N:44]1[CH2:49][CH2:48][CH2:47][C@@H:46]([C:50](=[O:60])[NH:51][CH2:52][CH2:53][C:54]2[CH:55]=[CH:56][CH:57]=[CH:58][CH:59]=2)[N:45]1[C:13](=[O:14])[C@@H:12]([N:16]1[C:17](=[O:26])[C:18]2[C:23](=[CH:22][CH:21]=[CH:20][CH:19]=2)[C:24]1=[O:25])[CH2:11][CH2:10][C:9]([O:8][CH2:1][C:2]1[CH:7]=[CH:6][CH:5]=[CH:4][CH:3]=1)=[O:27])=[O:43])[C:35]1[CH:40]=[CH:39][CH:38]=[CH:37][CH:36]=1. The catalyst class is: 332.